Dataset: Full USPTO retrosynthesis dataset with 1.9M reactions from patents (1976-2016). Task: Predict the reactants needed to synthesize the given product. (1) The reactants are: [CH3:1][O:2][C:3]1[C:4]([NH2:18])=[CH:5][C:6]2[CH2:12][CH2:11][N:10]([CH2:13][CH2:14][O:15][CH3:16])[CH2:9][CH2:8][C:7]=2[CH:17]=1.Cl[C:20]1[N:25]=[C:24]([NH:26][C@@H:27]2[CH2:32][CH2:31][CH2:30][CH2:29][C@H:28]2[NH:33][S:34]([CH3:37])(=[O:36])=[O:35])[C:23]([Cl:38])=[CH:22][N:21]=1.Cl.C(O)(C)C.CC[NH+](CC)CC.CC[NH+](CC)CC.C([O-])([O-])=O. Given the product [Cl:38][C:23]1[C:24]([NH:26][C@@H:27]2[CH2:32][CH2:31][CH2:30][CH2:29][C@H:28]2[NH:33][S:34]([CH3:37])(=[O:36])=[O:35])=[N:25][C:20]([NH:18][C:4]2[C:3]([O:2][CH3:1])=[CH:17][C:7]3[CH2:8][CH2:9][N:10]([CH2:13][CH2:14][O:15][CH3:16])[CH2:11][CH2:12][C:6]=3[CH:5]=2)=[N:21][CH:22]=1, predict the reactants needed to synthesize it. (2) Given the product [CH2:1]([C:3]1[CH:4]=[C:5]([C:12]2[CH:13]=[CH:14][C:15]([C:18]3[CH:19]=[C:20]([NH2:23])[NH:21][N:22]=3)=[CH:16][CH:17]=2)[CH:6]=[CH:7][C:8]=1[OH:9])[CH3:2], predict the reactants needed to synthesize it. The reactants are: [CH2:1]([C:3]1[CH:4]=[C:5]([C:12]2[CH:17]=[CH:16][C:15]([C:18]3[CH:19]=[C:20]([NH:23]CCCC4C=NC=CC=4)[NH:21][N:22]=3)=[CH:14][CH:13]=2)[CH:6]=[CH:7][C:8]=1[O:9]OC)[CH3:2].B(Br)(Br)Br. (3) Given the product [Br:22][C:23]1[CH:28]=[N:27][CH:26]=[C:25]([CH:24]=1)[CH:29]=[O:30], predict the reactants needed to synthesize it. The reactants are: [H-].[Al+3].[Li+].[H-].[H-].[H-].C(OCC)(=O)C.N1(C(N)=O)CCOCC1.[Br:22][C:23]1[CH:24]=[C:25]([C:29](O)=[O:30])[CH:26]=[N:27][CH:28]=1.S(=O)(=O)(O)O. (4) Given the product [CH3:1][S:2]([C:5]1[CH:6]=[CH:7][C:8]([S:14][CH2:15][C:16]([F:19])([F:18])[F:17])=[C:9]([C:10]([N:31]2[CH2:32][CH2:33][N:28]([C:26]3[S:27][C:23]([C:22]([F:35])([F:21])[F:34])=[CH:24][N:25]=3)[CH2:29][CH2:30]2)=[O:12])[CH:13]=1)(=[O:3])=[O:4], predict the reactants needed to synthesize it. The reactants are: [CH3:1][S:2]([C:5]1[CH:6]=[CH:7][C:8]([S:14][CH2:15][C:16]([F:19])([F:18])[F:17])=[C:9]([CH:13]=1)[C:10]([OH:12])=O)(=[O:4])=[O:3].Cl.[F:21][C:22]([F:35])([F:34])[C:23]1[S:27][C:26]([N:28]2[CH2:33][CH2:32][NH:31][CH2:30][CH2:29]2)=[N:25][CH:24]=1.